Dataset: Peptide-MHC class I binding affinity with 185,985 pairs from IEDB/IMGT. Task: Regression. Given a peptide amino acid sequence and an MHC pseudo amino acid sequence, predict their binding affinity value. This is MHC class I binding data. The peptide sequence is RPAFPAGTF. The MHC is HLA-B15:09 with pseudo-sequence HLA-B15:09. The binding affinity (normalized) is 0.0847.